From a dataset of M1 muscarinic receptor antagonist screen with 61,756 compounds. Binary Classification. Given a drug SMILES string, predict its activity (active/inactive) in a high-throughput screening assay against a specified biological target. (1) The molecule is Fc1ccc(C(=O)CCCn2nc(nn2)c2cccnc2)cc1. The result is 0 (inactive). (2) The drug is S(=O)(=O)(N(CC(=O)NCCN1CCC(CC1)C)C)c1c2nsnc2ccc1. The result is 0 (inactive). (3) The compound is S(c1n(CCC)c(=O)[nH]n1)CC(=O)NC(=O)Nc1c(cc(cc1)C)C. The result is 0 (inactive). (4) The compound is Clc1cc(C(=O)N(CC)c2ccccc2)c(OC)cc1. The result is 0 (inactive). (5) The drug is S(=O)(=O)(N(c1ccc(C(=O)NCC2OCCC2)cc1)C)c1ccccc1. The result is 0 (inactive).